This data is from Forward reaction prediction with 1.9M reactions from USPTO patents (1976-2016). The task is: Predict the product of the given reaction. (1) The product is: [Cl:1][C:2]1[C:3]([CH:26]=[CH2:27])=[C:4]([CH:9]=[C:10]([CH2:14][C:15]2[CH:20]=[CH:19][C:18]([N:21]3[CH:25]=[CH:24][CH:23]=[N:22]3)=[CH:17][CH:16]=2)[C:11]=1[O:12][CH3:13])[C:5]([OH:7])=[O:6]. Given the reactants [Cl:1][C:2]1[C:3]([CH:26]=[CH2:27])=[C:4]([CH:9]=[C:10]([CH2:14][C:15]2[CH:20]=[CH:19][C:18]([N:21]3[CH:25]=[CH:24][CH:23]=[N:22]3)=[CH:17][CH:16]=2)[C:11]=1[O:12][CH3:13])[C:5]([O:7]C)=[O:6].O.O.[OH-].[Li+].Cl, predict the reaction product. (2) Given the reactants C(OC([NH:8][C:9]1[C:14]([C:15]([OH:17])=[O:16])=[CH:13][C:12]([Cl:18])=[N:11][CH:10]=1)=O)(C)(C)C.C(O)(C(F)(F)F)=O, predict the reaction product. The product is: [NH2:8][C:9]1[C:14]([C:15]([OH:17])=[O:16])=[CH:13][C:12]([Cl:18])=[N:11][CH:10]=1. (3) The product is: [Cl:17][C:18]1[N:23]=[C:22]([C:12]2[CH:11]=[CH:10][N:9]=[C:8]([F:7])[CH:13]=2)[CH:21]=[CH:20][N:19]=1. Given the reactants C(=O)([O-])[O-].[Na+].[Na+].[F:7][C:8]1[CH:13]=[C:12](B(O)O)[CH:11]=[CH:10][N:9]=1.[Cl:17][C:18]1[N:23]=[C:22](Cl)[CH:21]=[CH:20][N:19]=1, predict the reaction product. (4) Given the reactants [CH3:1][O:2][C:3]1[CH:4]=[C:5]2[C:10](=[C:11]3[CH2:15][C:14]([CH3:17])([CH3:16])[O:13][C:12]=13)[C:9]([C:18]1[CH:19]=[C:20]([NH:24][C:25]3[CH:26]=[N:27][CH:28]=[CH:29][CH:30]=3)[CH:21]=[CH:22][CH:23]=1)=[N:8][C:7]([CH3:32])([CH3:31])[CH2:6]2.[Cl:33][C:34]([O:36][CH2:37][CH3:38])=[O:35], predict the reaction product. The product is: [ClH:33].[ClH:33].[CH2:37]([O:36][C:34](=[O:35])[N:24]([C:25]1[CH:26]=[N:27][CH:28]=[CH:29][CH:30]=1)[C:20]1[CH:21]=[CH:22][CH:23]=[C:18]([C:9]2[C:10]3[C:5](=[CH:4][C:3]([O:2][CH3:1])=[C:12]4[O:13][C:14]([CH3:17])([CH3:16])[CH2:15][C:11]4=3)[CH2:6][C:7]([CH3:32])([CH3:31])[N:8]=2)[CH:19]=1)[CH3:38]. (5) Given the reactants [CH2:1]([NH:5][CH2:6][P:7](O)(O)=O)[C:2]([OH:4])=[O:3].[C:11]([O-:16])(=[O:15])[C:12]([O-:14])=[O:13].[NH4+:17].[NH4+].N, predict the reaction product. The product is: [CH2:1]([NH:5][CH2:6][PH2:7])[C:2]([O-:4])=[O:3].[NH4+:17].[C:11]([O-:16])(=[O:15])[C:12]([O-:14])=[O:13].[NH4+:5].[NH4+:5]. (6) Given the reactants C(O)(C(F)(F)F)=O.C(OC(=O)[NH:14][CH2:15][CH:16]([CH2:27][O:28][C:29]([C:42]1[CH:47]=[CH:46][CH:45]=[CH:44][CH:43]=1)([C:36]1[CH:41]=[CH:40][CH:39]=[CH:38][CH:37]=1)[C:30]1[CH:35]=[CH:34][CH:33]=[CH:32][CH:31]=1)[CH2:17][CH2:18][N:19]1[CH:24]=[CH:23][C:22](=[O:25])[NH:21][C:20]1=[O:26])(C)(C)C, predict the reaction product. The product is: [NH2:14][CH2:15][CH:16]([CH2:27][O:28][C:29]([C:42]1[CH:43]=[CH:44][CH:45]=[CH:46][CH:47]=1)([C:36]1[CH:37]=[CH:38][CH:39]=[CH:40][CH:41]=1)[C:30]1[CH:31]=[CH:32][CH:33]=[CH:34][CH:35]=1)[CH2:17][CH2:18][N:19]1[CH:24]=[CH:23][C:22](=[O:25])[NH:21][C:20]1=[O:26]. (7) Given the reactants FC(F)(F)C(O)=O.[CH:8]1([CH:11]([C:13]2[CH:18]=[CH:17][C:16]([C:19]([F:22])([F:21])[F:20])=[CH:15][C:14]=2[F:23])O)[CH2:10][CH2:9]1.[CH3:24][S:25][CH2:26][C:27]1[CH:28]=[CH:29][CH:30]=[C:31]2[C:35]=1[NH:34][CH:33]=[CH:32]2, predict the reaction product. The product is: [CH:8]1([CH:11]([C:13]2[CH:18]=[CH:17][C:16]([C:19]([F:22])([F:21])[F:20])=[CH:15][C:14]=2[F:23])[C:32]2[C:31]3[C:35](=[C:27]([CH2:26][S:25][CH3:24])[CH:28]=[CH:29][CH:30]=3)[NH:34][CH:33]=2)[CH2:10][CH2:9]1. (8) Given the reactants [CH:1]([C:3]1[CH:30]=[CH:29][C:6]([O:7][CH2:8][C:9]2[N:10]=[C:11]([C:15]3[CH:16]=[CH:17][C:18]([O:24][S:25]([CH3:28])(=[O:27])=[O:26])=[C:19]([CH:23]=3)[C:20]([O-:22])=[O:21])[O:12][C:13]=2[CH3:14])=[C:5]([O:31][CH3:32])[CH:4]=1)=[O:2].[CH2:33](O)C.[BH4-].[Na+].Cl, predict the reaction product. The product is: [OH:2][CH2:1][C:3]1[CH:30]=[CH:29][C:6]([O:7][CH2:8][C:9]2[N:10]=[C:11]([C:15]3[CH:16]=[CH:17][C:18]([O:24][S:25]([CH3:28])(=[O:27])=[O:26])=[C:19]([CH:23]=3)[C:20]([O:22][CH3:33])=[O:21])[O:12][C:13]=2[CH3:14])=[C:5]([O:31][CH3:32])[CH:4]=1. (9) Given the reactants C([O:3][C:4](=[O:34])[CH2:5][CH2:6][C:7]1[CH:12]=[CH:11][C:10]([O:13][C:14]2[CH:19]=[C:18]([CH3:20])[CH:17]=[C:16]([O:21][C:22]3[CH:27]=[CH:26][C:25]([C:28]([F:31])([F:30])[F:29])=[CH:24][C:23]=3Br)[CH:15]=2)=[CH:9][C:8]=1[CH3:33])C.[C:35]([C:38]1[CH:43]=[CH:42][CH:41]=[CH:40][C:39]=1B(O)O)(=[O:37])[CH3:36], predict the reaction product. The product is: [C:35]([C:38]1[CH:43]=[CH:42][CH:41]=[CH:40][C:39]=1[C:27]1[CH:26]=[C:25]([C:28]([F:30])([F:31])[F:29])[CH:24]=[CH:23][C:22]=1[O:21][C:16]1[CH:15]=[C:14]([CH:19]=[C:18]([CH3:20])[CH:17]=1)[O:13][C:10]1[CH:11]=[CH:12][C:7]([CH2:6][CH2:5][C:4]([OH:34])=[O:3])=[C:8]([CH3:33])[CH:9]=1)(=[O:37])[CH3:36]. (10) The product is: [CH3:28][C:27]1[CH:29]=[CH:30][C:24]([S:21]([O:14][CH:11]2[CH2:12][CH2:13][CH:8]([O:7][C:2]3[N:3]=[CH:4][CH:5]=[CH:6][N:1]=3)[CH2:9][CH2:10]2)(=[O:23])=[O:22])=[CH:25][CH:26]=1. Given the reactants [N:1]1[CH:6]=[CH:5][CH:4]=[N:3][C:2]=1[O:7][CH:8]1[CH2:13][CH2:12][CH:11]([OH:14])[CH2:10][CH2:9]1.N1C=CC=CC=1.[S:21](Cl)([C:24]1[CH:30]=[CH:29][C:27]([CH3:28])=[CH:26][CH:25]=1)(=[O:23])=[O:22], predict the reaction product.